This data is from NCI-60 drug combinations with 297,098 pairs across 59 cell lines. The task is: Regression. Given two drug SMILES strings and cell line genomic features, predict the synergy score measuring deviation from expected non-interaction effect. (1) Drug 1: C1=CC(=CC=C1C#N)C(C2=CC=C(C=C2)C#N)N3C=NC=N3. Drug 2: C1=CN(C(=O)N=C1N)C2C(C(C(O2)CO)O)O.Cl. Cell line: M14. Synergy scores: CSS=48.7, Synergy_ZIP=0.557, Synergy_Bliss=3.00, Synergy_Loewe=-2.61, Synergy_HSA=6.39. (2) Drug 1: CN(C)C1=NC(=NC(=N1)N(C)C)N(C)C. Cell line: NCI-H226. Drug 2: CC1=C(C=C(C=C1)NC(=O)C2=CC=C(C=C2)CN3CCN(CC3)C)NC4=NC=CC(=N4)C5=CN=CC=C5. Synergy scores: CSS=-0.680, Synergy_ZIP=2.36, Synergy_Bliss=3.01, Synergy_Loewe=0.103, Synergy_HSA=0.114. (3) Drug 1: CN(CCCl)CCCl.Cl. Drug 2: N.N.Cl[Pt+2]Cl. Cell line: A498. Synergy scores: CSS=21.5, Synergy_ZIP=-0.232, Synergy_Bliss=3.72, Synergy_Loewe=-0.0728, Synergy_HSA=5.04. (4) Drug 1: CC1C(C(CC(O1)OC2CC(CC3=C2C(=C4C(=C3O)C(=O)C5=C(C4=O)C(=CC=C5)OC)O)(C(=O)C)O)N)O.Cl. Drug 2: CCN(CC)CCNC(=O)C1=C(NC(=C1C)C=C2C3=C(C=CC(=C3)F)NC2=O)C. Cell line: EKVX. Synergy scores: CSS=3.01, Synergy_ZIP=-0.204, Synergy_Bliss=1.77, Synergy_Loewe=-0.372, Synergy_HSA=1.67. (5) Drug 1: CN(C)C1=NC(=NC(=N1)N(C)C)N(C)C. Drug 2: C1CC(=O)NC(=O)C1N2C(=O)C3=CC=CC=C3C2=O. Cell line: NCI-H226. Synergy scores: CSS=1.33, Synergy_ZIP=2.77, Synergy_Bliss=5.89, Synergy_Loewe=3.40, Synergy_HSA=3.31. (6) Drug 1: CC1=C(C(CCC1)(C)C)C=CC(=CC=CC(=CC(=O)O)C)C. Drug 2: CC1=C(N=C(N=C1N)C(CC(=O)N)NCC(C(=O)N)N)C(=O)NC(C(C2=CN=CN2)OC3C(C(C(C(O3)CO)O)O)OC4C(C(C(C(O4)CO)O)OC(=O)N)O)C(=O)NC(C)C(C(C)C(=O)NC(C(C)O)C(=O)NCCC5=NC(=CS5)C6=NC(=CS6)C(=O)NCCC[S+](C)C)O. Cell line: OVCAR-8. Synergy scores: CSS=31.4, Synergy_ZIP=-10.5, Synergy_Bliss=-4.69, Synergy_Loewe=-7.95, Synergy_HSA=-2.54. (7) Drug 2: CC(C)NC(=O)C1=CC=C(C=C1)CNNC.Cl. Drug 1: CC1=C(N=C(N=C1N)C(CC(=O)N)NCC(C(=O)N)N)C(=O)NC(C(C2=CN=CN2)OC3C(C(C(C(O3)CO)O)O)OC4C(C(C(C(O4)CO)O)OC(=O)N)O)C(=O)NC(C)C(C(C)C(=O)NC(C(C)O)C(=O)NCCC5=NC(=CS5)C6=NC(=CS6)C(=O)NCCC[S+](C)C)O. Synergy scores: CSS=8.52, Synergy_ZIP=-1.43, Synergy_Bliss=1.75, Synergy_Loewe=-0.745, Synergy_HSA=0.770. Cell line: OVCAR-4. (8) Drug 1: CC(C)(C#N)C1=CC(=CC(=C1)CN2C=NC=N2)C(C)(C)C#N. Drug 2: C1CC(=O)NC(=O)C1N2C(=O)C3=CC=CC=C3C2=O. Cell line: MDA-MB-435. Synergy scores: CSS=0.939, Synergy_ZIP=0.769, Synergy_Bliss=-1.46, Synergy_Loewe=-2.15, Synergy_HSA=-3.48. (9) Drug 1: CC1=C(C=C(C=C1)NC2=NC=CC(=N2)N(C)C3=CC4=NN(C(=C4C=C3)C)C)S(=O)(=O)N.Cl. Drug 2: C1CNP(=O)(OC1)N(CCCl)CCCl. Cell line: HL-60(TB). Synergy scores: CSS=-33.5, Synergy_ZIP=8.45, Synergy_Bliss=-24.4, Synergy_Loewe=-46.4, Synergy_HSA=-46.3. (10) Drug 1: C1=NC2=C(N1)C(=S)N=C(N2)N. Drug 2: CC1=C(C(=O)C2=C(C1=O)N3CC4C(C3(C2COC(=O)N)OC)N4)N. Cell line: SF-539. Synergy scores: CSS=15.6, Synergy_ZIP=-16.8, Synergy_Bliss=-18.4, Synergy_Loewe=-18.9, Synergy_HSA=-14.2.